Dataset: Forward reaction prediction with 1.9M reactions from USPTO patents (1976-2016). Task: Predict the product of the given reaction. (1) Given the reactants [S:1]1[CH:5]=[CH:4][CH:3]=[C:2]1[CH:6]=O.[CH3:8][O:9][CH2:10][CH2:11][NH2:12].[C:13]1(=[O:24])[O:19][C:17](=O)[C:16]2=[CH:20][CH:21]=[CH:22][CH:23]=[C:15]2[CH2:14]1.[NH2:25][C:26]1[CH:27]=[C:28]([CH2:32][OH:33])[CH:29]=[CH:30][CH:31]=1, predict the reaction product. The product is: [OH:33][CH2:32][C:28]1[CH:27]=[C:26]([NH:25][C:13]([CH:14]2[C:15]3[C:16](=[CH:20][CH:21]=[CH:22][CH:23]=3)[C:17](=[O:19])[N:12]([CH2:11][CH2:10][O:9][CH3:8])[CH:6]2[C:2]2[S:1][CH:5]=[CH:4][CH:3]=2)=[O:24])[CH:31]=[CH:30][CH:29]=1. (2) The product is: [Cl:15][C:5]1[C:6]([NH:8][C:9]2[CH:13]=[C:12]([CH3:14])[NH:11][N:10]=2)=[N:7][C:2]([NH:19][C:18]2[CH:20]=[C:21]([CH3:30])[C:22]([CH:24]3[CH2:29][CH2:28][CH2:27][CH2:26][NH:25]3)=[CH:23][C:17]=2[CH3:16])=[N:3][CH:4]=1. Given the reactants Cl[C:2]1[N:7]=[C:6]([NH:8][C:9]2[CH:13]=[C:12]([CH3:14])[NH:11][N:10]=2)[C:5]([Cl:15])=[CH:4][N:3]=1.[CH3:16][C:17]1[CH:23]=[C:22]([CH:24]2[CH2:29][CH2:28][CH2:27][CH2:26][NH:25]2)[C:21]([CH3:30])=[CH:20][C:18]=1[NH2:19], predict the reaction product. (3) Given the reactants [CH3:1][O:2][C:3]1[CH:4]=[C:5]2[C:10](=[CH:11][CH:12]=1)[CH:9]=[C:8]([CH:13]=[O:14])[CH:7]=[CH:6]2.[BH4-].[Na+].Cl, predict the reaction product. The product is: [CH3:1][O:2][C:3]1[CH:4]=[C:5]2[C:10](=[CH:11][CH:12]=1)[CH:9]=[C:8]([CH2:13][OH:14])[CH:7]=[CH:6]2. (4) The product is: [CH3:20][O:19][C:17]1[C:16]([O:21][CH3:22])=[CH:15][C:14]2[C:8]([C:5]3[CH:4]=[CH:3][C:2]([C:32]4[CH:31]=[CH:30][NH:29][N:28]=4)=[CH:7][CH:6]=3)=[N:9][N:10]([C:24]([NH:26][CH3:27])=[O:25])[CH:11]([CH3:23])[CH2:12][C:13]=2[CH:18]=1. Given the reactants Br[C:2]1[CH:7]=[CH:6][C:5]([C:8]2[C:14]3[CH:15]=[C:16]([O:21][CH3:22])[C:17]([O:19][CH3:20])=[CH:18][C:13]=3[CH2:12][CH:11]([CH3:23])[N:10]([C:24]([NH:26][CH3:27])=[O:25])[N:9]=2)=[CH:4][CH:3]=1.[NH:28]1[C:32](B(O)O)=[CH:31][CH:30]=[N:29]1.C(=O)([O-])[O-].[K+].[K+], predict the reaction product. (5) Given the reactants [CH3:1][O:2][CH2:3][CH2:4][CH2:5][CH2:6][C@@H:7]1[N:12]([CH3:13])[CH2:11][CH2:10][N:9]([C:14]2[C:23]3[CH:22]=[C:21]([CH3:24])[S:20][C:19]=3[NH:18][C:17]3[CH:25]=[CH:26][CH:27]=[CH:28][C:16]=3[N:15]=2)[CH2:8]1.[ClH:29].CCOCC, predict the reaction product. The product is: [ClH:29].[ClH:29].[CH3:1][O:2][CH2:3][CH2:4][CH2:5][CH2:6][C@@H:7]1[N:12]([CH3:13])[CH2:11][CH2:10][N:9]([C:14]2[C:23]3[CH:22]=[C:21]([CH3:24])[S:20][C:19]=3[NH:18][C:17]3[CH:25]=[CH:26][CH:27]=[CH:28][C:16]=3[N:15]=2)[CH2:8]1. (6) Given the reactants [NH:1]1[C:5]2=[N:6][CH:7]=[C:8]([NH2:10])[CH:9]=[C:4]2[CH:3]=[CH:2]1.C(N(CC)CC)C.[C:18](Cl)(=[O:25])[C:19]1[CH:24]=[CH:23][CH:22]=[N:21][CH:20]=1, predict the reaction product. The product is: [NH:1]1[C:5]2=[N:6][CH:7]=[C:8]([NH:10][C:18](=[O:25])[C:19]3[CH:24]=[CH:23][CH:22]=[N:21][CH:20]=3)[CH:9]=[C:4]2[CH:3]=[CH:2]1. (7) Given the reactants [C:1]([O:4][CH2:5][CH:6](I)[CH2:7][C:8]([F:17])([C:13]([F:16])([F:15])[F:14])[C:9]([F:12])([F:11])[F:10])(=[O:3])[CH3:2].C([SnH](CCCC)CCCC)CCC, predict the reaction product. The product is: [C:1]([O:4][CH2:5][CH2:6][CH2:7][C:8]([F:17])([C:9]([F:10])([F:11])[F:12])[C:13]([F:15])([F:14])[F:16])(=[O:3])[CH3:2].